Task: Predict the product of the given reaction.. Dataset: Forward reaction prediction with 1.9M reactions from USPTO patents (1976-2016) (1) Given the reactants Cl.C(OC([N:9]1[CH2:13][CH2:12][CH:11]([C:14]2[CH:19]=[CH:18][C:17]([S:20]([C:23]3[CH:28]=[CH:27][C:26]([O:29][CH3:30])=[CH:25][CH:24]=3)(=[O:22])=[O:21])=[CH:16][C:15]=2[CH3:31])[CH2:10]1)=O)(C)(C)C.[OH-].[Na+], predict the reaction product. The product is: [CH3:30][O:29][C:26]1[CH:27]=[CH:28][C:23]([S:20]([C:17]2[CH:18]=[CH:19][C:14]([CH:11]3[CH2:12][CH2:13][NH:9][CH2:10]3)=[C:15]([CH3:31])[CH:16]=2)(=[O:22])=[O:21])=[CH:24][CH:25]=1. (2) Given the reactants C1(C(C2C=CC=CC=2)(C2C=CC=CC=2)[N:8]2[CH:16]=[N:15][C:14]3[C:13](=[O:17])[NH:12][C:11]([NH2:18])=[N:10][C:9]2=3)C=CC=CC=1.[CH3:31][O:32][C:33]1[CH:38]=[CH:37][C:36]([O:39][CH2:40][CH2:41][O:42][CH2:43]Cl)=[CH:35][CH:34]=1.CCO, predict the reaction product. The product is: [CH3:31][O:32][C:33]1[CH:38]=[CH:37][C:36]([O:39][CH2:40][CH2:41][O:42][CH2:43][N:15]2[C:14]3[C:13](=[O:17])[NH:12][C:11]([NH2:18])=[N:10][C:9]=3[N:8]=[CH:16]2)=[CH:35][CH:34]=1. (3) Given the reactants [C:1]([O:5][C:6]([N:8]1[C@@H:12]([CH:13]=O)[CH2:11][O:10][C:9]1([CH3:16])[CH3:15])=[O:7])([CH3:4])([CH3:3])[CH3:2].[Cl:17][C:18]1[CH:23]=[CH:22][C:21]([C:24]([CH:26]2[CH2:31][CH2:30][NH:29][CH2:28][CH2:27]2)=[O:25])=[CH:20][CH:19]=1.C(O[BH-](OC(=O)C)OC(=O)C)(=O)C.[Na+], predict the reaction product. The product is: [C:1]([O:5][C:6]([N:8]1[C@@H:12]([CH2:13][N:29]2[CH2:30][CH2:31][CH:26]([C:24](=[O:25])[C:21]3[CH:20]=[CH:19][C:18]([Cl:17])=[CH:23][CH:22]=3)[CH2:27][CH2:28]2)[CH2:11][O:10][C:9]1([CH3:16])[CH3:15])=[O:7])([CH3:4])([CH3:3])[CH3:2]. (4) Given the reactants [Cl:1][C:2]1[CH:7]=[CH:6][N:5]=[C:4]([C:8]([OH:10])=O)[CH:3]=1.O=S(Cl)Cl.CC[N:17](CC)CC.N, predict the reaction product. The product is: [Cl:1][C:2]1[CH:7]=[CH:6][N:5]=[C:4]([C:8]([NH2:17])=[O:10])[CH:3]=1.